From a dataset of Forward reaction prediction with 1.9M reactions from USPTO patents (1976-2016). Predict the product of the given reaction. (1) Given the reactants [C:1]([NH:5][C:6]([C:8]1[C:16]2[C:11](=[N:12][CH:13]=[C:14]([N:17]3[C:25]4[C:20](=[CH:21][CH:22]=[CH:23][CH:24]=4)[C:19]([Cl:26])=[N:18]3)[N:15]=2)[N:10](COCC[Si](C)(C)C)[CH:9]=1)=[O:7])([CH3:4])([CH3:3])[CH3:2].FC(F)(F)C(O)=O, predict the reaction product. The product is: [C:1]([NH:5][C:6]([C:8]1[C:16]2[C:11](=[N:12][CH:13]=[C:14]([N:17]3[C:25]4[C:20](=[CH:21][CH:22]=[CH:23][CH:24]=4)[C:19]([Cl:26])=[N:18]3)[N:15]=2)[NH:10][CH:9]=1)=[O:7])([CH3:4])([CH3:2])[CH3:3]. (2) Given the reactants [OH:1][CH:2]([C:8]1[O:12][C:11]2[C:13]([O:23]C)=[C:14]3[C:19](=[C:20]([O:21]C)[C:10]=2[CH:9]=1)[CH:18]=[CH:17][CH:16]=[CH:15]3)[CH2:3][S:4]([CH3:7])(=[O:6])=[O:5].[N+]([O-])([O-])=O.[NH4+].[Ce].[K], predict the reaction product. The product is: [OH:1][C:2]([C:8]1[O:12][C:11]2[C:13](=[O:23])[C:14]3[C:19]([C:20](=[O:21])[C:10]=2[CH:9]=1)=[CH:18][CH:17]=[CH:16][CH:15]=3)=[CH:3][S:4]([CH3:7])(=[O:6])=[O:5].